From a dataset of Forward reaction prediction with 1.9M reactions from USPTO patents (1976-2016). Predict the product of the given reaction. (1) Given the reactants [OH:1][CH:2]([C:16]1[CH:17]=[N:18][N:19]([CH3:21])[CH:20]=1)[C:3]1[NH:11][C:10]2[C:5](=[N:6][CH:7]=[CH:8][C:9]=2[C:12]([O:14]C)=[O:13])[CH:4]=1, predict the reaction product. The product is: [OH:1][CH:2]([C:16]1[CH:17]=[N:18][N:19]([CH3:21])[CH:20]=1)[C:3]1[NH:11][C:10]2[C:5](=[N:6][CH:7]=[CH:8][C:9]=2[C:12]([OH:14])=[O:13])[CH:4]=1. (2) Given the reactants [Li][CH2:2]CCC.[N+:6]([C:9]1[CH:10]=[CH:11][C:12]([O:17][CH2:18][C:19]2[CH:24]=[CH:23][CH:22]=[CH:21][N:20]=2)=[C:13]([CH:16]=1)[CH:14]=O)([O-:8])=[O:7], predict the reaction product. The product is: [N+:6]([C:9]1[CH:10]=[CH:11][C:12]([O:17][CH2:18][C:19]2[CH:24]=[CH:23][CH:22]=[CH:21][N:20]=2)=[C:13]([CH:14]=[CH2:2])[CH:16]=1)([O-:8])=[O:7]. (3) Given the reactants [Cl:1][C:2]1[CH:24]=[CH:23][C:5]([CH2:6][NH:7][C:8]([C:10]2[C:11](=[O:22])[C:12]3[CH:19]=[C:18]([CH2:20]Cl)[S:17][C:13]=3[N:14]([CH3:16])[CH:15]=2)=[O:9])=[CH:4][CH:3]=1.C(N(CC)C(C)C)(C)C.[CH3:34][NH:35][CH2:36][CH:37]([C:39]1[S:40][CH:41]=[CH:42][N:43]=1)[OH:38].[NH4+].[Cl-], predict the reaction product. The product is: [Cl:1][C:2]1[CH:24]=[CH:23][C:5]([CH2:6][NH:7][C:8]([C:10]2[C:11](=[O:22])[C:12]3[CH:19]=[C:18]([CH2:20][N:35]([CH2:36][CH:37]([OH:38])[C:39]4[S:40][CH:41]=[CH:42][N:43]=4)[CH3:34])[S:17][C:13]=3[N:14]([CH3:16])[CH:15]=2)=[O:9])=[CH:4][CH:3]=1. (4) Given the reactants [N:1]1([CH2:6][CH2:7][C:8]2[CH:13]=[CH:12][N:11]=[CH:10][C:9]=2[NH:14]C(=O)OC(C)(C)C)[CH2:5][CH2:4][CH2:3][CH2:2]1.FC(F)(F)C(O)=O, predict the reaction product. The product is: [N:1]1([CH2:6][CH2:7][C:8]2[CH:13]=[CH:12][N:11]=[CH:10][C:9]=2[NH2:14])[CH2:5][CH2:4][CH2:3][CH2:2]1. (5) Given the reactants [CH3:1][C:2]1([CH3:17])[C:10]2[C:5](=[CH:6][C:7]([N:11]3[CH2:16][CH2:15][O:14][CH2:13][CH2:12]3)=[CH:8][CH:9]=2)[NH:4][CH2:3]1.[Cl:18][C:19]1[CH:28]=[CH:27][C:26]2[N:25]=[C:24]3[CH2:29][CH2:30][CH2:31][C:23]3=[C:22](Cl)[C:21]=2[CH:20]=1.C(=O)([O-])[O-].[Cs+].[Cs+].C1C=CC(P(C2C(C3C(P(C4C=CC=CC=4)C4C=CC=CC=4)=CC=C4C=3C=CC=C4)=C3C(C=CC=C3)=CC=2)C2C=CC=CC=2)=CC=1, predict the reaction product. The product is: [Cl:18][C:19]1[CH:28]=[CH:27][C:26]2[N:25]=[C:24]3[CH2:29][CH2:30][CH2:31][C:23]3=[C:22]([N:4]3[C:5]4[C:10](=[CH:9][CH:8]=[C:7]([N:11]5[CH2:16][CH2:15][O:14][CH2:13][CH2:12]5)[CH:6]=4)[C:2]([CH3:17])([CH3:1])[CH2:3]3)[C:21]=2[CH:20]=1. (6) Given the reactants [NH2:1][C:2]1[CH:19]=[CH:18][C:5]([O:6][C:7]2[C:16]3[NH:15][C:14](=[O:17])[CH:13]=[N:12][C:11]=3[N:10]=[CH:9][CH:8]=2)=[CH:4][C:3]=1[S:20][CH3:21].[F:22][C:23]1[CH:28]=[CH:27][C:26]([C:29]([F:32])([F:31])[F:30])=[CH:25][C:24]=1[N:33]=[C:34]=[O:35], predict the reaction product. The product is: [F:22][C:23]1[CH:28]=[CH:27][C:26]([C:29]([F:32])([F:31])[F:30])=[CH:25][C:24]=1[NH:33][C:34]([NH:1][C:2]1[CH:19]=[CH:18][C:5]([O:6][C:7]2[C:16]3[NH:15][C:14](=[O:17])[CH:13]=[N:12][C:11]=3[N:10]=[CH:9][CH:8]=2)=[CH:4][C:3]=1[S:20][CH3:21])=[O:35].